This data is from Forward reaction prediction with 1.9M reactions from USPTO patents (1976-2016). The task is: Predict the product of the given reaction. Given the reactants CC(C[AlH]CC(C)C)C.C(Cl)Cl.C([O:15][C:16]([C:18]1[N:19]=[C:20]2[CH2:25][N:24]([CH2:26][C:27]3[CH:32]=[CH:31][CH:30]=[CH:29][CH:28]=3)[CH2:23][CH2:22][N:21]2[CH:33]=1)=O)C, predict the reaction product. The product is: [CH2:26]([N:24]1[CH2:23][CH2:22][N:21]2[CH:33]=[C:18]([CH:16]=[O:15])[N:19]=[C:20]2[CH2:25]1)[C:27]1[CH:32]=[CH:31][CH:30]=[CH:29][CH:28]=1.